Dataset: Full USPTO retrosynthesis dataset with 1.9M reactions from patents (1976-2016). Task: Predict the reactants needed to synthesize the given product. (1) Given the product [NH2:1][C:2]1[N:6]([C:7]2[CH:12]=[CH:11][C:10]([F:13])=[CH:9][CH:8]=2)[N:5]=[CH:4][C:3]=1[C:14](=[O:24])[C:15]1[CH:20]=[CH:19][CH:18]=[C:17]([NH2:21])[CH:16]=1, predict the reactants needed to synthesize it. The reactants are: [NH2:1][C:2]1[N:6]([C:7]2[CH:12]=[CH:11][C:10]([F:13])=[CH:9][CH:8]=2)[N:5]=[CH:4][C:3]=1[C:14](=[O:24])[C:15]1[CH:20]=[CH:19][CH:18]=[C:17]([N+:21]([O-])=O)[CH:16]=1.[Cl-].[NH4+]. (2) Given the product [F:19][C@@:16]1([CH3:18])[CH2:15][N:14]([S:20]([C:23]2[CH:24]=[CH:25][C:26]([F:29])=[CH:27][CH:28]=2)(=[O:21])=[O:22])[C@H:13]([C:11]([NH:10][CH2:9][C:4]2[CH:3]=[C:2]([C:35]3[CH:34]=[N:33][C:32]([C:31]([F:42])([F:41])[F:30])=[N:37][CH:36]=3)[CH:7]=[C:6]([F:8])[CH:5]=2)=[O:12])[CH2:17]1, predict the reactants needed to synthesize it. The reactants are: Br[C:2]1[CH:3]=[C:4]([CH2:9][NH:10][C:11]([C@@H:13]2[CH2:17][C:16]([F:19])([CH3:18])[CH2:15][N:14]2[S:20]([C:23]2[CH:28]=[CH:27][C:26]([F:29])=[CH:25][CH:24]=2)(=[O:22])=[O:21])=[O:12])[CH:5]=[C:6]([F:8])[CH:7]=1.[F:30][C:31]([F:42])([F:41])[C:32]1[N:37]=[CH:36][C:35](B(O)O)=[CH:34][N:33]=1.C(=O)([O-])[O-].[Na+].[Na+].C([O-])(=O)C.[K+]. (3) The reactants are: [C:9](O[C:9]([O:11][C:12]([CH3:15])([CH3:14])[CH3:13])=[O:10])([O:11][C:12]([CH3:15])([CH3:14])[CH3:13])=[O:10].[Br:16][C:17]1[CH:30]=[CH:29][CH:28]=[C:27]2[C:18]=1[S:19][C:20]1[CH:21]=[CH:22][C:23]([NH2:31])=[CH:24][C:25]=1[S:26]2. Given the product [C:12]([O:11][C:9](=[O:10])[NH:31][C:23]1[CH:22]=[CH:21][C:20]2[S:19][C:18]3[C:27](=[CH:28][CH:29]=[CH:30][C:17]=3[Br:16])[S:26][C:25]=2[CH:24]=1)([CH3:13])([CH3:14])[CH3:15], predict the reactants needed to synthesize it.